Dataset: Full USPTO retrosynthesis dataset with 1.9M reactions from patents (1976-2016). Task: Predict the reactants needed to synthesize the given product. (1) Given the product [F:31][C:28]1[CH:29]=[CH:30][C:25]([C:22]2[CH:23]=[CH:24][C:19]([O:18][CH2:17][CH2:16][C:14]3[N:15]=[C:11]([S:10][C:7]([CH3:9])([CH3:8])[C:6]([OH:35])=[O:5])[S:12][CH:13]=3)=[C:20]([N+:32]([O-:34])=[O:33])[CH:21]=2)=[CH:26][CH:27]=1, predict the reactants needed to synthesize it. The reactants are: C([O:5][C:6](=[O:35])[C:7]([S:10][C:11]1[S:12][CH:13]=[C:14]([CH2:16][CH2:17][O:18][C:19]2[CH:24]=[CH:23][C:22]([C:25]3[CH:30]=[CH:29][C:28]([F:31])=[CH:27][CH:26]=3)=[CH:21][C:20]=2[N+:32]([O-:34])=[O:33])[N:15]=1)([CH3:9])[CH3:8])(C)(C)C.FC(F)(F)C(O)=O. (2) Given the product [CH3:42][C:37]1([CH3:43])[C:38]([CH3:41])([CH3:40])[O:39][B:35]([C:2]2[CH:7]=[C:6]3[CH2:8][O:9][C:10]4[CH:34]=[C:33]5[C:13]([CH:14]=[CH:15][C:16]6[N:20]=[C:19]([CH:21]7[CH2:25][CH2:24][CH2:23][N:22]7[C:26]([O:28][C:29]([CH3:32])([CH3:31])[CH3:30])=[O:27])[NH:18][C:17]=65)=[CH:12][C:11]=4[C:5]3=[CH:4][CH:3]=2)[O:36]1, predict the reactants needed to synthesize it. The reactants are: Cl[C:2]1[CH:7]=[C:6]2[CH2:8][O:9][C:10]3[CH:34]=[C:33]4[C:13]([CH:14]=[CH:15][C:16]5[N:20]=[C:19]([CH:21]6[CH2:25][CH2:24][CH2:23][N:22]6[C:26]([O:28][C:29]([CH3:32])([CH3:31])[CH3:30])=[O:27])[NH:18][C:17]=54)=[CH:12][C:11]=3[C:5]2=[CH:4][CH:3]=1.[B:35]1([B:35]2[O:39][C:38]([CH3:41])([CH3:40])[C:37]([CH3:43])([CH3:42])[O:36]2)[O:39][C:38]([CH3:41])([CH3:40])[C:37]([CH3:43])([CH3:42])[O:36]1.C([O-])(=O)C.[K+]. (3) Given the product [C:1]1([C:7]2[CH:8]=[CH:9][C:10]3[N:11]([C:26]4[CH:27]=[CH:28][C:29]([O:30][CH2:31][CH2:32][CH2:33][CH2:34][CH2:35][CH2:36][CH2:37][CH2:38][O:55][C:52](=[S:54])[CH3:53])=[CH:50][CH:51]=4)[C:12]4[C:17]([C:18]=3[CH:19]=2)=[CH:16][C:15]([C:20]2[CH:25]=[CH:24][CH:23]=[CH:22][CH:21]=2)=[CH:14][CH:13]=4)[CH:2]=[CH:3][CH:4]=[CH:5][CH:6]=1, predict the reactants needed to synthesize it. The reactants are: [C:1]1([C:7]2[CH:8]=[CH:9][C:10]3[N:11]([C:26]4[CH:51]=[CH:50][C:29]([O:30][CH2:31][CH2:32][CH2:33][CH2:34][CH2:35][CH2:36][CH2:37][CH2:38]OS(C5C=CC(C)=CC=5)(=O)=O)=[CH:28][CH:27]=4)[C:12]4[C:17]([C:18]=3[CH:19]=2)=[CH:16][C:15]([C:20]2[CH:25]=[CH:24][CH:23]=[CH:22][CH:21]=2)=[CH:14][CH:13]=4)[CH:6]=[CH:5][CH:4]=[CH:3][CH:2]=1.[C:52]([O-:55])(=[S:54])[CH3:53].[K+].O. (4) The reactants are: [CH3:1][O:2][C:3]1[CH:4]=[C:5]([C:11]2[C:16]([NH:17][C:18](=[O:32])[CH:19]([O:27]S(C)(=O)=O)[C:20]3[CH:25]=[CH:24][C:23]([CH3:26])=[CH:22][CH:21]=3)=[CH:15][CH:14]=[CH:13][N:12]=2)[CH:6]=[CH:7][C:8]=1[O:9][CH3:10].[CH2:33](O)[C:34]#[CH:35]. Given the product [CH3:1][O:2][C:3]1[CH:4]=[C:5]([C:11]2[C:16]([NH:17][C:18](=[O:32])[CH:19]([O:27][C:33]#[C:34][CH3:35])[C:20]3[CH:25]=[CH:24][C:23]([CH3:26])=[CH:22][CH:21]=3)=[CH:15][CH:14]=[CH:13][N:12]=2)[CH:6]=[CH:7][C:8]=1[O:9][CH3:10], predict the reactants needed to synthesize it. (5) Given the product [CH2:1]([C:3]1[CH:8]=[CH:7][C:6]([CH:9]2[CH2:14][N:13]([C:15]([N:17]3[CH2:22][CH2:21][CH:20]([OH:23])[CH2:19][CH2:18]3)=[O:16])[CH2:12][CH:11]([C:24]([OH:26])=[O:25])[CH2:10]2)=[CH:5][CH:4]=1)[CH3:2], predict the reactants needed to synthesize it. The reactants are: [CH2:1]([C:3]1[CH:8]=[CH:7][C:6]([CH:9]2[CH2:14][N:13]([C:15]([N:17]3[CH2:22][CH2:21][CH:20]([OH:23])[CH2:19][CH2:18]3)=[O:16])[CH2:12][CH:11]([C:24]([O:26]CC)=[O:25])[CH2:10]2)=[CH:5][CH:4]=1)[CH3:2].[OH-].[Li+]. (6) Given the product [C:16]([CH:14]([CH:12]([C:11]([O-:20])=[O:19])[OH:13])[OH:15])([O-:18])=[O:17].[N:1]12[CH2:8][CH2:7][CH:4]([CH2:5][CH2:6]1)[CH2:3][C@H:2]2[C:9]#[N:10], predict the reactants needed to synthesize it. The reactants are: [N:1]12[CH2:8][CH2:7][CH:4]([CH2:5][CH2:6]1)[CH2:3][CH:2]2[C:9]#[N:10].[C:11]([OH:20])(=[O:19])[CH:12]([CH:14]([C:16]([OH:18])=[O:17])[OH:15])[OH:13]. (7) Given the product [CH3:17][C:13]([O:18][C:19]1[CH:24]=[CH:23][C:22]([O:25][CH2:26][CH2:27][CH2:28][C:29]#[C:30][C:2]2[CH:3]=[N:4][C:5]([C:8]([F:11])([F:10])[F:9])=[N:6][CH:7]=2)=[CH:21][C:20]=1[CH3:31])([CH3:12])[C:14]([OH:16])=[O:15], predict the reactants needed to synthesize it. The reactants are: Cl[C:2]1[CH:3]=[N:4][C:5]([C:8]([F:11])([F:10])[F:9])=[N:6][CH:7]=1.[CH3:12][C:13]([O:18][C:19]1[CH:24]=[CH:23][C:22]([O:25][CH2:26][CH2:27][CH2:28][C:29]#[CH:30])=[CH:21][C:20]=1[CH3:31])([CH3:17])[C:14]([OH:16])=[O:15]. (8) Given the product [F:1][C:2]1[CH:3]=[C:4]2[C:9](=[CH:10][CH:11]=1)[N:8]=[C:7]([C:12]1[CH:17]=[CH:16][CH:15]=[CH:14][C:13]=1[OH:18])[N:6]=[C:5]2[N:19]1[CH2:20][CH2:21][N:22]([C:34](=[O:35])[C@H:33]([OH:32])[CH2:37][C:38]([CH3:41])([CH3:40])[CH3:39])[CH2:23][CH2:24]1, predict the reactants needed to synthesize it. The reactants are: [F:1][C:2]1[CH:3]=[C:4]2[C:9](=[CH:10][CH:11]=1)[N:8]=[C:7]([C:12]1[CH:17]=[CH:16][CH:15]=[CH:14][C:13]=1[OH:18])[N:6]=[C:5]2[N:19]1[CH2:24][CH2:23][NH:22][CH2:21][CH2:20]1.C(N(CC)CC)C.[OH:32][C@H:33]([CH2:37][C:38]([CH3:41])([CH3:40])[CH3:39])[C:34](O)=[O:35].CN(C(ON1N=NC2C=CC=NC1=2)=[N+](C)C)C.F[P-](F)(F)(F)(F)F. (9) Given the product [Br:8][C:21]1[S:20][C:19]([C:16]2[CH:15]=[CH:14][C:13]([S:10]([CH3:9])(=[O:12])=[O:11])=[CH:18][CH:17]=2)=[C:23]([CH2:24][C:25]([O:27][CH3:28])=[O:26])[CH:22]=1, predict the reactants needed to synthesize it. The reactants are: C1C(=O)N([Br:8])C(=O)C1.[CH3:9][S:10]([C:13]1[CH:18]=[CH:17][C:16]([C:19]2[S:20][CH:21]=[CH:22][C:23]=2[CH2:24][C:25]([O:27][CH3:28])=[O:26])=[CH:15][CH:14]=1)(=[O:12])=[O:11].CC(O)=O.